From a dataset of Full USPTO retrosynthesis dataset with 1.9M reactions from patents (1976-2016). Predict the reactants needed to synthesize the given product. (1) Given the product [F:14][C:9]1([F:15])[CH2:8][N:7]([CH2:16][CH2:17][CH2:18][C:19]2[CH:24]=[CH:23][CH:22]=[CH:21][CH:20]=2)[C:6]2[N:25]=[C:2]([NH:26][C:27]3[CH:42]=[CH:41][C:30]([C:31]([NH:33][CH:34]4[CH2:35][CH2:36][N:37]([CH3:40])[CH2:38][CH2:39]4)=[O:32])=[CH:29][C:28]=3[O:43][CH3:44])[N:3]=[CH:4][C:5]=2[N:11]([CH3:12])[C:10]1=[O:13], predict the reactants needed to synthesize it. The reactants are: Cl[C:2]1[N:3]=[CH:4][C:5]2[N:11]([CH3:12])[C:10](=[O:13])[C:9]([F:15])([F:14])[CH2:8][N:7]([CH2:16][CH2:17][CH2:18][C:19]3[CH:24]=[CH:23][CH:22]=[CH:21][CH:20]=3)[C:6]=2[N:25]=1.[NH2:26][C:27]1[CH:42]=[CH:41][C:30]([C:31]([NH:33][CH:34]2[CH2:39][CH2:38][N:37]([CH3:40])[CH2:36][CH2:35]2)=[O:32])=[CH:29][C:28]=1[O:43][CH3:44].O.C1(C)C=CC(S(O)(=O)=O)=CC=1.C(=O)([O-])[O-].[Na+].[Na+]. (2) Given the product [NH2:1][C:2]1[C:3]2[N:4]([C:8]([C@@H:25]3[CH2:30][CH2:29][CH2:28][CH2:27][N:26]3[C:31](=[O:35])[C:32]#[C:33][CH3:34])=[N:9][C:10]=2[C:11]2[CH:12]=[CH:13][C:14]([C:15]([NH:17][C:18]3[CH:22]=[CH:21][O:20][N:19]=3)=[O:16])=[CH:23][CH:24]=2)[CH:5]=[CH:6][N:7]=1, predict the reactants needed to synthesize it. The reactants are: [NH2:1][C:2]1[C:3]2[N:4]([C:8]([C@@H:25]3[CH2:30][CH2:29][CH2:28][CH2:27][NH:26]3)=[N:9][C:10]=2[C:11]2[CH:24]=[CH:23][C:14]([C:15]([NH:17][C:18]3[CH:22]=[CH:21][O:20][N:19]=3)=[O:16])=[CH:13][CH:12]=2)[CH:5]=[CH:6][N:7]=1.[C:31](O)(=[O:35])[C:32]#[C:33][CH3:34]. (3) Given the product [Cl:30][C:27]1[CH:26]=[CH:25][C:24]([N:20]([C@H:13]2[C:14]3[C:19](=[CH:18][CH:17]=[CH:16][CH:15]=3)[N:10]([C:8](=[O:9])[C:7]3[CH:32]=[CH:33][C:4]([C:1]([OH:3])([CH3:34])[CH3:2])=[CH:5][CH:6]=3)[C@@H:11]([CH3:31])[CH2:12]2)[C:21](=[O:23])[CH3:22])=[CH:29][CH:28]=1, predict the reactants needed to synthesize it. The reactants are: [C:1]([C:4]1[CH:33]=[CH:32][C:7]([C:8]([N:10]2[C:19]3[C:14](=[CH:15][CH:16]=[CH:17][CH:18]=3)[C@H:13]([N:20]([C:24]3[CH:29]=[CH:28][C:27]([Cl:30])=[CH:26][CH:25]=3)[C:21](=[O:23])[CH3:22])[CH2:12][C@@H:11]2[CH3:31])=[O:9])=[CH:6][CH:5]=1)(=[O:3])[CH3:2].[CH3:34][Mg]Br.[Cl-].[NH4+]. (4) The reactants are: Br[C:2]1[C:7]2=[N:8][S:9][N:10]=[C:6]2[C:5](Br)=[CH:4][C:3]=1[F:12].[CH2:13]([C:25]1[CH:26]=[C:27]([Sn](C)(C)C)[S:28][CH:29]=1)[CH2:14][CH2:15][CH2:16][CH2:17][CH2:18][CH2:19][CH2:20][CH2:21][CH2:22][CH2:23][CH3:24]. Given the product [CH2:13]([C:25]1[CH:26]=[C:27]([C:2]2[C:7]3=[N:8][S:9][N:10]=[C:6]3[C:5]([C:27]3[S:28][CH:29]=[C:25]([CH2:13][CH2:14][CH2:15][CH2:16][CH2:17][CH2:18][CH2:19][CH2:20][CH2:21][CH2:22][CH2:23][CH3:24])[CH:26]=3)=[CH:4][C:3]=2[F:12])[S:28][CH:29]=1)[CH2:14][CH2:15][CH2:16][CH2:17][CH2:18][CH2:19][CH2:20][CH2:21][CH2:22][CH2:23][CH3:24], predict the reactants needed to synthesize it. (5) Given the product [NH2:17][CH:16]=[C:13]1[C:12]([C:20]2[CH:25]=[CH:24][CH:23]=[CH:22][CH:21]=2)=[N:11][N:10]([C:8]2[S:9][C:5]3[CH:4]=[CH:3][C:2]([Cl:1])=[CH:26][C:6]=3[N:7]=2)[C:14]1=[O:15], predict the reactants needed to synthesize it. The reactants are: [Cl:1][C:2]1[CH:3]=[CH:4][C:5]2[S:9][C:8]([N:10]3[C:14](=[O:15])[C:13](=[CH:16][N:17](C)C)[C:12]([C:20]4[CH:25]=[CH:24][CH:23]=[CH:22][CH:21]=4)=[N:11]3)=[N:7][C:6]=2[CH:26]=1. (6) Given the product [NH2:1][C@@H:4]([CH2:5][O:6][Si:7]([C:10]([CH3:13])([CH3:12])[CH3:11])([CH3:9])[CH3:8])[CH2:14][CH2:15][OH:16].[N:1]([C@@H:4]([CH2:5][O:6][Si:7]([C:10]([CH3:13])([CH3:12])[CH3:11])([CH3:9])[CH3:8])[CH2:14][CH2:15][OH:16])=[N+:2]=[N-:3], predict the reactants needed to synthesize it. The reactants are: [N:1]([C@H:4]([CH2:14][CH2:15][O:16]C1C=CC(OC)=CC=1)[CH2:5][O:6][Si:7]([C:10]([CH3:13])([CH3:12])[CH3:11])([CH3:9])[CH3:8])=[N+:2]=[N-:3].ClC1C(=O)C(C#N)=C(C#N)C(=O)C=1Cl. (7) Given the product [CH3:14][N:7]1[CH:8]=[C:4]([N+:1]([O-:3])=[O:2])[N:5]=[C:6]1[C:9]([O:11][CH2:12][CH3:13])=[O:10], predict the reactants needed to synthesize it. The reactants are: [N+:1]([C:4]1[N:5]=[C:6]([C:9]([O:11][CH2:12][CH3:13])=[O:10])[NH:7][CH:8]=1)([O-:3])=[O:2].[C:14](=O)([O-])[O-].[K+].[K+].IC.C1CCCCC1.C(OCC)(=O)C.